The task is: Predict the reaction yield, written as a fraction of the theoretical maximum amount of product (1.0 means a 100% yield; for example, 0.34 means a 34% yield).. This data is from Reaction yield outcomes from USPTO patents with 853,638 reactions. (1) The reactants are [Cl:1][C:2]1[CH:3]=[CH:4][C:5]([O:22][CH3:23])=[C:6]([CH:21]=1)[C:7]([NH:9][C:10]1[S:11][C:12]2[C:18]([CH3:20])([CH3:19])[O:17][CH2:16][CH2:15][C:13]=2[N:14]=1)=[O:8].[CH3:24][C:25]([CH3:28])([O-])[CH3:26].[K+].BrCC(C)C. The catalyst is CN(C=O)C.C1COCC1.[I-].C([N+](CCCC)(CCCC)CCCC)CCC. The product is [Cl:1][C:2]1[CH:3]=[CH:4][C:5]([O:22][CH3:23])=[C:6]([CH:21]=1)[C:7](/[N:9]=[C:10]1\[S:11][C:12]2[C:18]([CH3:19])([CH3:20])[O:17][CH2:16][CH2:15][C:13]=2[N:14]\1[CH2:24][CH:25]([CH3:28])[CH3:26])=[O:8]. The yield is 0.290. (2) The reactants are [F:1][C@@H:2]1[CH2:6][CH2:5][N:4]([C:7]2[N:16]=[CH:15][CH:14]=[CH:13][C:8]=2[C:9](OC)=[O:10])[CH2:3]1.[H-].[Al+3].[Li+].[H-].[H-].[H-].O.[OH-].[Na+]. The catalyst is C1COCC1. The product is [F:1][C@@H:2]1[CH2:6][CH2:5][N:4]([C:7]2[C:8]([CH2:9][OH:10])=[CH:13][CH:14]=[CH:15][N:16]=2)[CH2:3]1. The yield is 0.920.